This data is from NCI-60 drug combinations with 297,098 pairs across 59 cell lines. The task is: Regression. Given two drug SMILES strings and cell line genomic features, predict the synergy score measuring deviation from expected non-interaction effect. (1) Drug 1: CC1CCC2CC(C(=CC=CC=CC(CC(C(=O)C(C(C(=CC(C(=O)CC(OC(=O)C3CCCCN3C(=O)C(=O)C1(O2)O)C(C)CC4CCC(C(C4)OC)OCCO)C)C)O)OC)C)C)C)OC. Drug 2: CC12CCC3C(C1CCC2O)C(CC4=C3C=CC(=C4)O)CCCCCCCCCS(=O)CCCC(C(F)(F)F)(F)F. Cell line: MALME-3M. Synergy scores: CSS=29.5, Synergy_ZIP=23.4, Synergy_Bliss=24.2, Synergy_Loewe=21.3, Synergy_HSA=21.3. (2) Drug 1: C1=NC(=NC(=O)N1C2C(C(C(O2)CO)O)O)N. Drug 2: CCC1(CC2CC(C3=C(CCN(C2)C1)C4=CC=CC=C4N3)(C5=C(C=C6C(=C5)C78CCN9C7C(C=CC9)(C(C(C8N6C)(C(=O)OC)O)OC(=O)C)CC)OC)C(=O)OC)O.OS(=O)(=O)O. Cell line: OVCAR-4. Synergy scores: CSS=1.46, Synergy_ZIP=0.0892, Synergy_Bliss=-0.949, Synergy_Loewe=0.353, Synergy_HSA=-1.07. (3) Drug 1: CCC1=CC2CC(C3=C(CN(C2)C1)C4=CC=CC=C4N3)(C5=C(C=C6C(=C5)C78CCN9C7C(C=CC9)(C(C(C8N6C)(C(=O)OC)O)OC(=O)C)CC)OC)C(=O)OC.C(C(C(=O)O)O)(C(=O)O)O. Drug 2: COCCOC1=C(C=C2C(=C1)C(=NC=N2)NC3=CC=CC(=C3)C#C)OCCOC.Cl. Cell line: OVCAR3. Synergy scores: CSS=71.1, Synergy_ZIP=0.401, Synergy_Bliss=3.66, Synergy_Loewe=2.46, Synergy_HSA=6.57. (4) Drug 1: CC1C(C(CC(O1)OC2CC(OC(C2O)C)OC3=CC4=CC5=C(C(=O)C(C(C5)C(C(=O)C(C(C)O)O)OC)OC6CC(C(C(O6)C)O)OC7CC(C(C(O7)C)O)OC8CC(C(C(O8)C)O)(C)O)C(=C4C(=C3C)O)O)O)O. Drug 2: CS(=O)(=O)OCCCCOS(=O)(=O)C. Cell line: PC-3. Synergy scores: CSS=26.7, Synergy_ZIP=-1.91, Synergy_Bliss=-1.24, Synergy_Loewe=-7.50, Synergy_HSA=0.458.